Predict which catalyst facilitates the given reaction. From a dataset of Catalyst prediction with 721,799 reactions and 888 catalyst types from USPTO. (1) Reactant: C(Cl)(=O)C(Cl)=O.[Br:7][C:8]1[CH:19]=[C:18]([F:20])[C:17]([F:21])=[CH:16][C:9]=1[O:10][CH2:11][CH2:12][C:13]([OH:15])=O.CN(C=O)C.[Al+3].[Cl-].[Cl-].[Cl-]. Product: [Br:7][C:8]1[CH:19]=[C:18]([F:20])[C:17]([F:21])=[C:16]2[C:9]=1[O:10][CH2:11][CH2:12][C:13]2=[O:15]. The catalyst class is: 2. (2) Reactant: C(OC([NH:8][C:9]1[C:14]([C:15](O)=[O:16])=[C:13]([Cl:18])[N:12]=[C:11]([Cl:19])[CH:10]=1)=O)(C)(C)C.C(N1C=CN=C1)([N:22]1C=CN=C1)=O. Product: [NH2:8][C:9]1[CH:10]=[C:11]([Cl:19])[N:12]=[C:13]([Cl:18])[C:14]=1[C:15]([NH2:22])=[O:16]. The catalyst class is: 9. (3) The catalyst class is: 1. Reactant: C(N(CC)CC)C.[NH2:8][C:9]1[CH:14]=[C:13]([Br:15])[CH:12]=[CH:11][C:10]=1[OH:16].Cl[CH2:18][C:19](Cl)=[O:20].[H-].[Na+]. Product: [Br:15][C:13]1[CH:12]=[CH:11][C:10]2[O:16][CH2:18][C:19](=[O:20])[NH:8][C:9]=2[CH:14]=1.